From a dataset of Full USPTO retrosynthesis dataset with 1.9M reactions from patents (1976-2016). Predict the reactants needed to synthesize the given product. (1) The reactants are: [CH:1]1[C:6]([C:7](/[C:9](/Cl)=[N:10]/[OH:11])=[O:8])=[CH:5][CH:4]=[C:3]([Cl:13])[CH:2]=1.[F:14][C:15]([F:25])([F:24])[C:16]([C:20]([F:23])([F:22])[F:21])([OH:19])[C:17]#[CH:18].C(N(CC)CC)C. Given the product [Cl:13][C:3]1[CH:4]=[CH:5][C:6]([C:7]([C:9]2[CH:18]=[C:17]([C:16]([OH:19])([C:15]([F:24])([F:14])[F:25])[C:20]([F:21])([F:23])[F:22])[O:11][N:10]=2)=[O:8])=[CH:1][CH:2]=1, predict the reactants needed to synthesize it. (2) Given the product [Br:34][C:35]1[CH:36]=[C:37]([CH2:42][NH:43][C:29]([C:27]2[CH:26]=[CH:25][CH:24]=[C:23]([C:21]([NH:20][CH2:19][C:10]3[C:11]([NH:12][CH:13]4[CH2:18][CH2:17][O:16][CH2:15][CH2:14]4)=[C:6]4[CH:5]=[N:4][N:3]([CH2:1][CH3:2])[C:7]4=[N:8][C:9]=3[CH2:32][CH3:33])=[O:22])[N:28]=2)=[O:30])[CH:38]=[CH:39][C:40]=1[Cl:41], predict the reactants needed to synthesize it. The reactants are: [CH2:1]([N:3]1[C:7]2=[N:8][C:9]([CH2:32][CH3:33])=[C:10]([CH2:19][NH:20][C:21]([C:23]3[N:28]=[C:27]([C:29](O)=[O:30])[CH:26]=[CH:25][CH:24]=3)=[O:22])[C:11]([NH:12][CH:13]3[CH2:18][CH2:17][O:16][CH2:15][CH2:14]3)=[C:6]2[CH:5]=[N:4]1)[CH3:2].[Br:34][C:35]1[CH:36]=[C:37]([CH2:42][NH2:43])[CH:38]=[CH:39][C:40]=1[Cl:41].CN(C(ON1N=NC2C=CC=CC1=2)=[N+](C)C)C.F[P-](F)(F)(F)(F)F.CCN(CC)CC.